The task is: Predict the reactants needed to synthesize the given product.. This data is from Full USPTO retrosynthesis dataset with 1.9M reactions from patents (1976-2016). Given the product [Br:9][C:5]1[N:6]=[C:7]([C:20]2[CH:21]=[CH:22][C:17]([F:16])=[CH:18][CH:19]=2)[C:2]([NH2:1])=[N:3][CH:4]=1, predict the reactants needed to synthesize it. The reactants are: [NH2:1][C:2]1[C:7](Br)=[N:6][C:5]([Br:9])=[CH:4][N:3]=1.C(=O)([O-])[O-].[Na+].[Na+].[F:16][C:17]1[CH:22]=[CH:21][C:20](B(O)O)=[CH:19][CH:18]=1.